This data is from Reaction yield outcomes from USPTO patents with 853,638 reactions. The task is: Predict the reaction yield, written as a fraction of the theoretical maximum amount of product (1.0 means a 100% yield; for example, 0.34 means a 34% yield). (1) The reactants are [CH2:1]([O:8][C:9]1[C:18](=[O:19])[N:17]2[C:12]([C:13]([CH3:21])([CH3:20])[O:14][CH2:15][CH2:16]2)=[N:11][C:10]=1[C:22]([NH:24][NH2:25])=[O:23])[C:2]1[CH:7]=[CH:6][CH:5]=[CH:4][CH:3]=1.CCN(CC)CC.[F:33][C:34]1[CH:39]=[CH:38][C:37]([CH2:40][C:41](Cl)=[O:42])=[CH:36][CH:35]=1. The catalyst is C(Cl)Cl. The product is [CH2:1]([O:8][C:9]1[C:18](=[O:19])[N:17]2[C:12]([C:13]([CH3:21])([CH3:20])[O:14][CH2:15][CH2:16]2)=[N:11][C:10]=1[C:22]([NH:24][NH:25][C:41](=[O:42])[CH2:40][C:37]1[CH:38]=[CH:39][C:34]([F:33])=[CH:35][CH:36]=1)=[O:23])[C:2]1[CH:7]=[CH:6][CH:5]=[CH:4][CH:3]=1. The yield is 0.330. (2) The reactants are [CH2:1]([N:8]1[CH2:13][CH2:12][CH:11]([C:14]([C:16]2[CH:21]=[CH:20][C:19]([C:22]([F:25])([F:24])[F:23])=[CH:18][C:17]=2[F:26])=O)[CH2:10][CH2:9]1)[C:2]1[CH:7]=[CH:6][CH:5]=[CH:4][CH:3]=1.Cl.[NH2:28][OH:29]. The catalyst is N1C=CC=CC=1. The product is [CH2:1]([N:8]1[CH2:13][CH2:12][CH:11]([C:14]([C:16]2[CH:21]=[CH:20][C:19]([C:22]([F:25])([F:24])[F:23])=[CH:18][C:17]=2[F:26])=[N:28][OH:29])[CH2:10][CH2:9]1)[C:2]1[CH:7]=[CH:6][CH:5]=[CH:4][CH:3]=1. The yield is 0.400.